From a dataset of Reaction yield outcomes from USPTO patents with 853,638 reactions. Predict the reaction yield, written as a fraction of the theoretical maximum amount of product (1.0 means a 100% yield; for example, 0.34 means a 34% yield). (1) The reactants are [C:1]1([C:7]#[CH:8])[CH:6]=[CH:5][CH:4]=[CH:3][CH:2]=1.C([Li])CCC.C(#N)[C:15]1[CH:20]=[CH:19][CH:18]=[CH:17][CH:16]=1.CP(C)C.CCCCCCCCCCCCC. The catalyst is C1COCC1.[Zn+2].[Br-].[Br-]. The product is [C:1]1([C:7]#[C:8][C:15]2[CH:20]=[CH:19][CH:18]=[CH:17][CH:16]=2)[CH:6]=[CH:5][CH:4]=[CH:3][CH:2]=1. The yield is 0.720. (2) The reactants are [NH2:1][C:2]1[N:7]=[C:6](Cl)[C:5]([CH2:9][CH:10]=O)=[C:4]([Cl:12])[N:3]=1.[C:13]([NH2:17])([CH3:16])([CH3:15])[CH3:14].C(N(CC)CC)C. The catalyst is C(O)CCC. The product is [C:13]([N:17]1[C:6]2[N:7]=[C:2]([NH2:1])[N:3]=[C:4]([Cl:12])[C:5]=2[CH:9]=[CH:10]1)([CH3:16])([CH3:15])[CH3:14]. The yield is 0.620. (3) The reactants are [CH:1]1([NH2:6])[CH2:5][CH2:4][CH2:3][CH2:2]1.[CH3:7][C:8]1[O:12][N:11]=[C:10]([C:13]2[CH:18]=[CH:17][CH:16]=[CH:15][CH:14]=2)[C:9]=1[C:19]1[N:20]=[CH:21][N:22]([C:24]2[CH:32]=[CH:31][CH:30]=[CH:29][C:25]=2[C:26](O)=[O:27])[CH:23]=1. No catalyst specified. The product is [CH:1]1([NH:6][C:26](=[O:27])[C:25]2[CH:29]=[CH:30][CH:31]=[CH:32][C:24]=2[N:22]2[CH:23]=[C:19]([C:9]3[C:10]([C:13]4[CH:18]=[CH:17][CH:16]=[CH:15][CH:14]=4)=[N:11][O:12][C:8]=3[CH3:7])[N:20]=[CH:21]2)[CH2:5][CH2:4][CH2:3][CH2:2]1. The yield is 0.400. (4) The reactants are [Cl:1][C:2]1[CH:3]=[C:4]([N:8]2[N:12]=[N:11][C:10]([CH:13](OS(C)(=O)=O)[CH3:14])=[N:9]2)[CH:5]=[CH:6][CH:7]=1.C(=O)([O-])[O-].[K+].[K+].[CH:26]1([N:29]2[C:33]([C:34]3[CH:39]=[CH:38][N:37]=[CH:36][CH:35]=3)=[N:32][NH:31][C:30]2=[S:40])[CH2:28][CH2:27]1. The yield is 0.680. The product is [Cl:1][C:2]1[CH:3]=[C:4]([N:8]2[N:12]=[N:11][C:10]([CH:13]([S:40][C:30]3[N:29]([CH:26]4[CH2:28][CH2:27]4)[C:33]([C:34]4[CH:35]=[CH:36][N:37]=[CH:38][CH:39]=4)=[N:32][N:31]=3)[CH3:14])=[N:9]2)[CH:5]=[CH:6][CH:7]=1. The catalyst is C(#N)C. (5) The reactants are Br[C:2]1[CH:3]=[C:4]([CH:8]2[C:17]([CH3:19])([CH3:18])[CH2:16][C:15]3[C:10](=[CH:11][CH:12]=[C:13]([C:20]([OH:22])=[O:21])[CH:14]=3)[NH:9]2)[CH:5]=[CH:6][CH:7]=1.[NH:23]1[CH2:27][CH2:26][NH:25][C:24]1=[O:28].Cl.CN(C)CC(O)=O.C(=O)([O-])[O-].[K+].[K+].I[C:44]1[CH:49]=[CH:48][CH:47]=[CH:46][CH:45]=1. The catalyst is CS(C)=O.[Cu]I. The product is [CH3:18][C:17]1([CH3:19])[CH2:16][C:15]2[C:10](=[CH:11][CH:12]=[C:13]([C:20]([OH:22])=[O:21])[CH:14]=2)[NH:9][CH:8]1[C:4]1[CH:5]=[CH:6][CH:7]=[C:2]([N:23]2[CH2:27][CH2:26][N:25]([C:44]3[CH:49]=[CH:48][CH:47]=[CH:46][CH:45]=3)[C:24]2=[O:28])[CH:3]=1. The yield is 0.0900. (6) The reactants are [CH2:1]([C:3]1[NH:4][C:5](=[O:27])[C:6]([CH2:12][C:13]2[CH:18]=[CH:17][C:16]([C:19]3[C:20]([C:25]#[N:26])=[CH:21][CH:22]=[CH:23][CH:24]=3)=[CH:15][CH:14]=2)=[C:7]([CH2:9][CH2:10][CH3:11])[N:8]=1)[CH3:2].[CH3:28][C:29]([CH3:42])([CH3:41])[CH2:30][O:31][C:32]1[N:37]=[CH:36][C:35](B(O)O)=[CH:34][CH:33]=1.N1C=CC=CC=1.C(N(CC)CC)C. The catalyst is C([O-])(=O)C.[Cu+2].C([O-])(=O)C.C(OCC)(=O)C.C(Cl)Cl. The yield is 0.120. The product is [CH3:28][C:29]([CH3:42])([CH3:41])[CH2:30][O:31][C:32]1[N:37]=[CH:36][C:35]([N:4]2[C:5](=[O:27])[C:6]([CH2:12][C:13]3[CH:18]=[CH:17][C:16]([C:19]4[C:20]([C:25]#[N:26])=[CH:21][CH:22]=[CH:23][CH:24]=4)=[CH:15][CH:14]=3)=[C:7]([CH2:9][CH2:10][CH3:11])[N:8]=[C:3]2[CH2:1][CH3:2])=[CH:34][CH:33]=1.